Dataset: Catalyst prediction with 721,799 reactions and 888 catalyst types from USPTO. Task: Predict which catalyst facilitates the given reaction. (1) Reactant: [CH3:1][C:2]1[C:8](=[O:9])[C:7]([O:10][CH3:11])=[C:6]([O:12][CH3:13])[C:4](=[O:5])[C:3]=1[CH2:14]/[CH:15]=[C:16](/[CH2:18][CH2:19]/[CH:20]=[C:21](/[CH2:23][CH2:24]/[CH:25]=[C:26](/[CH2:28][CH2:29]/[CH:30]=[C:31](/[CH2:33][CH2:34]/[CH:35]=[C:36](/[CH2:38][CH2:39]/[CH:40]=[C:41](/[CH2:43][CH2:44]/[CH:45]=[C:46](/[CH2:48][CH2:49]/[CH:50]=[C:51](/[CH2:53][CH2:54]/[CH:55]=[C:56](/[CH2:58][CH2:59][CH:60]=[C:61]([CH3:63])[CH3:62])\[CH3:57])\[CH3:52])\[CH3:47])\[CH3:42])\[CH3:37])\[CH3:32])\[CH3:27])\[CH3:22])\[CH3:17].C[O:65]C(OC(OC)=O)=O.CC1C(=O)C(OC)=C(OC)C(=O)C=1C/C=C(/CC/C=C(/CC/C=C(/CC/C=C(/CC/C=C(/CC/C=C(/CC/C=C(/CC/C=C(/CC/C=C(/CCC=C(C)C)\C)\C)\C)\C)\C)\C)\C)\C)\C. Product: [CH3:1][C:2]1[C:8](=[O:9])[C:7]([O:10][CH3:11])=[C:6]([O:12][CH3:13])[C:4](=[O:5])[C:3]=1[CH2:14]/[CH:15]=[C:16](/[CH2:18][CH2:19]/[CH:20]=[C:21](/[CH2:23][CH2:24]/[CH:25]=[C:26](/[CH2:28][CH2:29]/[CH:30]=[C:31](/[CH2:33][CH2:34]/[CH:35]=[C:36](/[CH2:38][CH2:39]/[CH:40]=[C:41](/[CH2:43][CH2:44]/[CH:45]=[C:46](/[CH2:48][CH2:49]/[CH:50]=[C:51](/[CH2:53][CH2:54]/[CH:55]=[C:56](/[CH2:58][CH2:59][CH:60]=[C:61]([CH3:63])[CH3:62])\[CH3:57])\[CH3:52])\[CH3:47])\[CH3:42])\[CH3:37])\[CH3:32])\[CH3:27])\[CH3:22])\[CH3:17].[OH2:65]. The catalyst class is: 6. (2) Reactant: O=[C:2]([CH3:10])[CH2:3][CH2:4][CH2:5][CH2:6][C:7]([OH:9])=[O:8].[C:11]1([C@H:17]([NH2:19])[CH3:18])[CH:16]=[CH:15][CH:14]=[CH:13][CH:12]=1.[C:20]1(C)C=CC(S(O)(=O)=O)=CC=1.O. Product: [CH3:20][O:9][C:7](=[O:8])[CH2:6][CH2:5][CH2:4][CH2:3][CH:2]([NH:19][C@@H:17]([C:11]1[CH:16]=[CH:15][CH:14]=[CH:13][CH:12]=1)[CH3:18])[CH3:10]. The catalyst class is: 11. (3) Reactant: [CH3:1][C:2]1[CH:7]=[C:6]([CH3:8])[N:5]=[C:4]([N:9]2[CH2:14][CH2:13][N:12]([C:15]3[CH:20]=[CH:19][C:18]([N+:21]([O-])=O)=[CH:17][CH:16]=3)[CH2:11][CH2:10]2)[CH:3]=1. Product: [CH3:1][C:2]1[CH:7]=[C:6]([CH3:8])[N:5]=[C:4]([N:9]2[CH2:14][CH2:13][N:12]([C:15]3[CH:20]=[CH:19][C:18]([NH2:21])=[CH:17][CH:16]=3)[CH2:11][CH2:10]2)[CH:3]=1. The catalyst class is: 94. (4) Reactant: [Cl:1][C:2]1[CH:3]=[C:4]([S:9]([C:12]2[C:16]([CH3:17])=[C:15]([C:18]([N:20]3[CH2:26][CH2:25][CH2:24][C:23]4[CH:27]=[CH:28][C:29]([O:31]C)=[CH:30][C:22]=4[CH2:21]3)=[O:19])[NH:14][C:13]=2[C:33]([NH2:35])=[O:34])(=[O:11])=[O:10])[CH:5]=[C:6]([Cl:8])[CH:7]=1.B(Br)(Br)Br. Product: [Cl:8][C:6]1[CH:5]=[C:4]([S:9]([C:12]2[C:16]([CH3:17])=[C:15]([C:18]([N:20]3[CH2:26][CH2:25][CH2:24][C:23]4[CH:27]=[CH:28][C:29]([OH:31])=[CH:30][C:22]=4[CH2:21]3)=[O:19])[NH:14][C:13]=2[C:33]([NH2:35])=[O:34])(=[O:11])=[O:10])[CH:3]=[C:2]([Cl:1])[CH:7]=1. The catalyst class is: 4. (5) Reactant: [Si]([O:8][CH2:9][C:10]1[N:11]([C:15]2[CH:19]=[CH:18][N:17]([S:20]([C:23]3[CH:29]=[CH:28][C:26]([CH3:27])=[CH:25][CH:24]=3)(=[O:22])=[O:21])[C:16]=2[C:30]([C:32]2[CH:37]=[CH:36][C:35]([C:38]([F:41])([F:40])[F:39])=[CH:34][C:33]=2[O:42][CH3:43])=[O:31])[CH:12]=[CH:13][CH:14]=1)(C(C)(C)C)(C)C.CCCC[N+](CCCC)(CCCC)CCCC.[F-]. Product: [OH:8][CH2:9][C:10]1[N:11]([C:15]2[CH:19]=[CH:18][N:17]([S:20]([C:23]3[CH:29]=[CH:28][C:26]([CH3:27])=[CH:25][CH:24]=3)(=[O:21])=[O:22])[C:16]=2[C:30]([C:32]2[CH:37]=[CH:36][C:35]([C:38]([F:41])([F:39])[F:40])=[CH:34][C:33]=2[O:42][CH3:43])=[O:31])[CH:12]=[CH:13][CH:14]=1. The catalyst class is: 1. (6) Reactant: [Li+].CC([N-]C(C)C)C.[CH3:9][O:10][C:11](=[O:16])/[CH:12]=[CH:13]/[O:14]C.[C:17]1([CH2:23][CH2:24]C=O)[CH:22]=[CH:21][CH:20]=[CH:19][CH:18]=1.Cl. Product: [OH:14][C:13]1[CH:9]([CH2:24][CH2:23][C:17]2[CH:22]=[CH:21][CH:20]=[CH:19][CH:18]=2)[O:10][C:11](=[O:16])[CH:12]=1. The catalyst class is: 1. (7) Reactant: [N+:1]([C:4]1[CH:9]=[CH:8][C:7]([N:10]2[CH2:15][CH2:14][NH:13][CH2:12][CH2:11]2)=[CH:6][CH:5]=1)([O-:3])=[O:2].C(N(C(C)C)CC)(C)C.[C:25](Cl)(=[O:27])[CH3:26]. Product: [N+:1]([C:4]1[CH:5]=[CH:6][C:7]([N:10]2[CH2:15][CH2:14][N:13]([C:25](=[O:27])[CH3:26])[CH2:12][CH2:11]2)=[CH:8][CH:9]=1)([O-:3])=[O:2]. The catalyst class is: 4.